This data is from Full USPTO retrosynthesis dataset with 1.9M reactions from patents (1976-2016). The task is: Predict the reactants needed to synthesize the given product. (1) The reactants are: [OH:1][C:2]1([CH:39]=[CH2:40])[CH2:7][CH2:6][N:5]([C:8]2[CH:9]=[CH:10][C:11]([N:14]3[CH:18]=[CH:17][C:16]([CH:19]([C:21]4[CH:38]=[CH:37][C:24]5[N:25](COCC[Si](C)(C)C)[C:26](=[O:28])[S:27][C:23]=5[CH:22]=4)[CH3:20])=[N:15]3)=[N:12][CH:13]=2)[CH2:4][CH2:3]1.[N+](CCCC)(CCCC)(CCCC)CCCC.[F-]. Given the product [OH:1][C:2]1([CH:39]=[CH2:40])[CH2:7][CH2:6][N:5]([C:8]2[CH:9]=[CH:10][C:11]([N:14]3[CH:18]=[CH:17][C:16]([CH:19]([C:21]4[CH:38]=[CH:37][C:24]5[NH:25][C:26](=[O:28])[S:27][C:23]=5[CH:22]=4)[CH3:20])=[N:15]3)=[N:12][CH:13]=2)[CH2:4][CH2:3]1, predict the reactants needed to synthesize it. (2) Given the product [C:22]([C:21]1[C:20](=[O:19])[N:6]([CH:1]2[CH2:5][CH2:4][CH2:3][CH2:2]2)[C:7]2[N:8]=[C:9]([S:15][CH3:16])[N:10]=[CH:11][C:12]=2[CH:13]=1)(=[O:29])[C:23]1[CH:28]=[CH:27][CH:26]=[CH:25][CH:24]=1, predict the reactants needed to synthesize it. The reactants are: [CH:1]1([NH:6][C:7]2[C:12]([CH:13]=O)=[CH:11][N:10]=[C:9]([S:15][CH3:16])[N:8]=2)[CH2:5][CH2:4][CH2:3][CH2:2]1.C([O:19][C:20](=O)[CH2:21][C:22](=[O:29])[C:23]1[CH:28]=[CH:27][CH:26]=[CH:25][CH:24]=1)C.N1CCCCC1. (3) Given the product [F:17][C:18]1[CH:23]=[CH:22][C:21]([C:4]2[C:5]3[O:6][C:7]4[CH:13]=[CH:12][CH:11]=[CH:10][C:8]=4[C:9]=3[CH:1]=[CH:2][CH:3]=2)=[CH:20][CH:19]=1, predict the reactants needed to synthesize it. The reactants are: [CH:1]1[C:9]2[C:8]3[CH:10]=[CH:11][CH:12]=[CH:13][C:7]=3[O:6][C:5]=2[C:4](B(O)O)=[CH:3][CH:2]=1.[F:17][C:18]1[CH:23]=[CH:22][C:21](I)=[CH:20][CH:19]=1.F[B-](F)(F)F.C([PH+](C(C)(C)C)C(C)(C)C)(C)(C)C.C(=O)([O-])[O-].[K+].[K+]. (4) Given the product [CH3:10][O:9][C:3]1[CH:4]=[C:5]([CH3:8])[CH:6]=[CH:7][C:2]=1[CH3:1], predict the reactants needed to synthesize it. The reactants are: [CH3:1][C:2]1[CH:7]=[CH:6][C:5]([CH3:8])=[CH:4][C:3]=1[OH:9].[C:10](=O)([O-])[O-].[K+].[K+].S(OC)(OC)(=O)=O. (5) Given the product [Br:8][C:6]1[CH:7]=[C:2]([N:1]2[C:12](=[O:13])[C:11]3[C:10](=[CH:18][CH:17]=[CH:16][CH:15]=3)[C:9]2=[O:14])[CH:3]=[N:4][CH:5]=1, predict the reactants needed to synthesize it. The reactants are: [NH2:1][C:2]1[CH:3]=[N:4][CH:5]=[C:6]([Br:8])[CH:7]=1.[C:9]1(=O)[O:14][C:12](=[O:13])[C:11]2=[CH:15][CH:16]=[CH:17][CH:18]=[C:10]12. (6) Given the product [CH2:15]([N:12]([CH2:13][CH3:14])[CH2:11][CH2:10][C:7]1[CH:8]=[C:9]2[C:4]([CH:3]=[CH:2][N:1]2[C:27]2[CH:28]=[CH:29][C:24]([F:23])=[CH:25][CH:26]=2)=[CH:5][CH:6]=1)[CH3:16], predict the reactants needed to synthesize it. The reactants are: [NH:1]1[C:9]2[C:4](=[CH:5][CH:6]=[C:7]([CH2:10][CH2:11][N:12]([CH2:15][CH3:16])[CH2:13][CH3:14])[CH:8]=2)[CH:3]=[CH:2]1.C([O-])([O-])=O.[K+].[K+].[F:23][C:24]1[CH:29]=[CH:28][C:27](I)=[CH:26][CH:25]=1.